Dataset: Reaction yield outcomes from USPTO patents with 853,638 reactions. Task: Predict the reaction yield, written as a fraction of the theoretical maximum amount of product (1.0 means a 100% yield; for example, 0.34 means a 34% yield). (1) The reactants are [Cl:1][C:2]1[CH:7]=[CH:6][C:5]([S:8]([NH:11][CH2:12][CH:13]2[CH2:18][CH2:17][O:16][CH2:15][CH2:14]2)(=[O:10])=[O:9])=[CH:4][CH:3]=1.Br[CH2:20][C:21]1[CH:30]=[CH:29][C:24]([C:25]([O:27][CH3:28])=[O:26])=[CH:23][CH:22]=1.C(=O)([O-])[O-].[Cs+].[Cs+].O. The catalyst is CN(C=O)C. The product is [Cl:1][C:2]1[CH:3]=[CH:4][C:5]([S:8]([N:11]([CH2:20][C:21]2[CH:30]=[CH:29][C:24]([C:25]([O:27][CH3:28])=[O:26])=[CH:23][CH:22]=2)[CH2:12][CH:13]2[CH2:18][CH2:17][O:16][CH2:15][CH2:14]2)(=[O:9])=[O:10])=[CH:6][CH:7]=1. The yield is 0.720. (2) The reactants are [CH:1]1([C:7]([CH:9]([C:13]2[CH:18]=[CH:17][CH:16]=[CH:15][CH:14]=2)[CH2:10][CH:11]=O)=[O:8])[CH2:6][CH2:5][CH2:4][CH2:3][CH2:2]1.[CH2:19]([O:21][C:22]1[CH:27]=[CH:26][CH:25]=[CH:24][C:23]=1[N:28]1[CH2:33][CH2:32][NH:31][CH2:30][CH2:29]1)[CH3:20].[Na]. No catalyst specified. The product is [CH2:19]([O:21][C:22]1[CH:27]=[CH:26][CH:25]=[CH:24][C:23]=1[N:28]1[CH2:29][CH2:30][N:31]([CH2:11][CH2:10][CH:9]([C:7]([CH:1]2[CH2:6][CH2:5][CH2:4][CH2:3][CH2:2]2)=[O:8])[C:13]2[CH:18]=[CH:17][CH:16]=[CH:15][CH:14]=2)[CH2:32][CH2:33]1)[CH3:20]. The yield is 0.520.